Task: Predict the product of the given reaction.. Dataset: Forward reaction prediction with 1.9M reactions from USPTO patents (1976-2016) (1) The product is: [F:1][C:2]1[CH:7]=[CH:6][CH:5]=[CH:4][C:3]=1[C:8]1[C:17]([CH:18]([N:25]2[C:21](=[O:31])[C:22]3[C:23](=[CH:27][CH:28]=[CH:29][CH:30]=3)[C:24]2=[O:26])[CH3:19])=[CH:16][C:15]2[C:10](=[CH:11][CH:12]=[CH:13][N:14]=2)[N:9]=1. Given the reactants [F:1][C:2]1[CH:7]=[CH:6][CH:5]=[CH:4][C:3]=1[C:8]1[C:17]([CH:18](O)[CH3:19])=[CH:16][C:15]2[C:10](=[CH:11][CH:12]=[CH:13][N:14]=2)[N:9]=1.[C:21]1(=[O:31])[NH:25][C:24](=[O:26])[C:23]2=[CH:27][CH:28]=[CH:29][CH:30]=[C:22]12.C1C=CC(P(C2C=CC=CC=2)C2C=CC=CC=2)=CC=1.CC(OC(/N=N/C(OC(C)C)=O)=O)C, predict the reaction product. (2) The product is: [CH3:4][C:2]([O:5][C:6]([NH:8][C@H:9]([C:17]([OH:19])=[O:18])[CH2:10][C:11]1[CH:16]=[CH:15][CH:14]=[CH:13][CH:12]=1)=[O:7])([CH3:1])[CH3:3].[NH2:20][C:21]1[CH:26]=[CH:25][CH:24]=[CH:23][N:22]=1. Given the reactants [CH3:1][C:2]([O:5][C:6]([NH:8][C@H:9]([C:17]([OH:19])=[O:18])[CH2:10][C:11]1[CH:16]=[CH:15][CH:14]=[CH:13][CH:12]=1)=[O:7])([CH3:4])[CH3:3].[NH2:20][C:21]1[CH:26]=[CH:25][CH:24]=[CH:23][N:22]=1.C1CCC(N=C=NC2CCCCC2)CC1, predict the reaction product. (3) Given the reactants C1C=C(Cl)C=C(C(OO)=O)C=1.[Cl:12][C:13]1[CH:18]=[CH:17][CH:16]=[C:15]([Cl:19])[C:14]=1[N:20]1[CH:31]=[CH:30][C:23]2[N:24]=[C:25](SC)[N:26]=[CH:27][C:22]=2[C:21]1=[O:32].CCN(C(C)C)C(C)C.[NH2:42][C:43]1[CH:44]=[CH:45][C:46]([N:59]2[CH2:64][CH2:63][O:62][CH2:61][CH2:60]2)=[C:47]([CH:58]=1)[CH2:48][N:49]([CH3:57])[C:50](=[O:56])[O:51][C:52]([CH3:55])([CH3:54])[CH3:53], predict the reaction product. The product is: [Cl:12][C:13]1[CH:18]=[CH:17][CH:16]=[C:15]([Cl:19])[C:14]=1[N:20]1[CH:31]=[CH:30][C:23]2[N:24]=[C:25]([NH:42][C:43]3[CH:44]=[CH:45][C:46]([N:59]4[CH2:60][CH2:61][O:62][CH2:63][CH2:64]4)=[C:47]([CH:58]=3)[CH2:48][N:49]([CH3:57])[C:50](=[O:56])[O:51][C:52]([CH3:54])([CH3:55])[CH3:53])[N:26]=[CH:27][C:22]=2[C:21]1=[O:32]. (4) Given the reactants [CH3:1][C:2]1[S:3][CH:4]=[C:5]([C:7]2[CH:12]=[CH:11][CH:10]=[C:9]([N+:13]([O-])=O)[CH:8]=2)[N:6]=1.[Cl-].[NH4+], predict the reaction product. The product is: [CH3:1][C:2]1[S:3][CH:4]=[C:5]([C:7]2[CH:8]=[C:9]([CH:10]=[CH:11][CH:12]=2)[NH2:13])[N:6]=1. (5) Given the reactants Br[C:2]1[CH:7]=[CH:6][C:5]([F:8])=[CH:4][CH:3]=1.[Cl:9][C:10]1[CH:16]=[C:15]([F:17])[CH:14]=[CH:13][C:11]=1[NH2:12].CC(C)([O-])C.[Na+], predict the reaction product. The product is: [Cl:9][C:10]1[CH:16]=[C:15]([F:17])[CH:14]=[CH:13][C:11]=1[NH:12][C:2]1[CH:7]=[CH:6][C:5]([F:8])=[CH:4][CH:3]=1. (6) Given the reactants Cl.[Cl:2][CH2:3][CH2:4][CH2:5][O:6][C:7]1[CH:16]=[C:15]2[C:10]([C:11]([NH:17][C:18]3[CH:19]=[N:20][N:21]([CH2:23][C:24]([O:26]C(C)(C)C)=[O:25])[CH:22]=3)=[N:12][CH:13]=[N:14]2)=[CH:9][CH:8]=1, predict the reaction product. The product is: [ClH:2].[Cl:2][CH2:3][CH2:4][CH2:5][O:6][C:7]1[CH:16]=[C:15]2[C:10]([C:11]([NH:17][C:18]3[CH:19]=[N:20][N:21]([CH2:23][C:24]([OH:26])=[O:25])[CH:22]=3)=[N:12][CH:13]=[N:14]2)=[CH:9][CH:8]=1. (7) The product is: [C:12]([O:1][C@H:2]([C@@H:5]1[CH2:6][C@@H:7]([CH3:11])[C:8](=[O:10])[O:9]1)[CH2:3][CH3:4])(=[O:19])[C:13]1[CH:18]=[CH:17][CH:16]=[CH:15][CH:14]=1. Given the reactants [OH:1][C@H:2]([C@H:5]1[O:9][C:8](=[O:10])[C@H:7]([CH3:11])[CH2:6]1)[CH2:3][CH3:4].[C:12](Cl)(=[O:19])[C:13]1[CH:18]=[CH:17][CH:16]=[CH:15][CH:14]=1, predict the reaction product. (8) Given the reactants [C:1]([O:8][CH2:9][CH3:10])(=[O:7])[C:2](OCC)=O.[CH2:11]([O:18][CH2:19][C:20]([O:22]CC)=O)[C:12]1[CH:17]=[CH:16][CH:15]=[CH:14][CH:13]=1.[H-].[Na+].Br.[CH2:28]([N:35]1[CH2:39][CH2:38][N:37]=[C:36]1[NH2:40])[C:29]1[CH:34]=[CH:33][CH:32]=[CH:31][CH:30]=1, predict the reaction product. The product is: [CH2:28]([N:35]1[C:36]2=[N:40][C:2]([C:1]([O:8][CH2:9][CH3:10])=[O:7])=[C:19]([O:18][CH2:11][C:12]3[CH:13]=[CH:14][CH:15]=[CH:16][CH:17]=3)[C:20](=[O:22])[N:37]2[CH2:38][CH2:39]1)[C:29]1[CH:30]=[CH:31][CH:32]=[CH:33][CH:34]=1. (9) Given the reactants [C:1]([O:5][C:6]([N:8]1[CH2:12][CH2:11][C:10]([C:14]2[CH:19]=[C:18]([F:20])[CH:17]=[C:16]([F:21])[CH:15]=2)([OH:13])[CH2:9]1)=[O:7])([CH3:4])([CH3:3])[CH3:2].[H-].[Na+].I[CH3:25].[Cl-].[NH4+], predict the reaction product. The product is: [F:20][C:18]1[CH:19]=[C:14]([C:10]2([O:13][CH3:25])[CH2:11][CH2:12][N:8]([C:6]([O:5][C:1]([CH3:4])([CH3:2])[CH3:3])=[O:7])[CH2:9]2)[CH:15]=[C:16]([F:21])[CH:17]=1.